This data is from Forward reaction prediction with 1.9M reactions from USPTO patents (1976-2016). The task is: Predict the product of the given reaction. (1) Given the reactants [N:1]1[CH:6]=[CH:5][CH:4]=[C:3]([CH:7]=O)[CH:2]=1.[CH3:9][C@@H:10]1[NH:15][CH2:14][CH2:13][N:12]([C:16]2[CH:17]=[CH:18][C:19]3[N:20]([C:22]([C:25]([F:28])([F:27])[F:26])=[N:23][N:24]=3)[N:21]=2)[CH2:11]1, predict the reaction product. The product is: [CH3:9][C@@H:10]1[N:15]([CH2:7][C:3]2[CH:2]=[N:1][CH:6]=[CH:5][CH:4]=2)[CH2:14][CH2:13][N:12]([C:16]2[CH:17]=[CH:18][C:19]3[N:20]([C:22]([C:25]([F:27])([F:26])[F:28])=[N:23][N:24]=3)[N:21]=2)[CH2:11]1. (2) Given the reactants [N:1]([C:4]1[CH:12]=[CH:11][C:7]2[NH:8][CH:9]=[N:10][C:6]=2[CH:5]=1)=[C:2]=[S:3].[F:13][C:14]1[CH:19]=[CH:18][C:17]([N:20]2[CH2:25][CH2:24][NH:23][CH2:22][CH2:21]2)=[CH:16][CH:15]=1, predict the reaction product. The product is: [NH:8]1[C:7]2[CH:11]=[CH:12][C:4]([NH:1][C:2]([N:23]3[CH2:22][CH2:21][N:20]([C:17]4[CH:16]=[CH:15][C:14]([F:13])=[CH:19][CH:18]=4)[CH2:25][CH2:24]3)=[S:3])=[CH:5][C:6]=2[N:10]=[CH:9]1. (3) Given the reactants [CH3:1][CH2:2][CH2:3][CH2:4][C:5]1[N:9]([CH2:10][C:11]2[CH:12]=[CH:13][C:14]([C:17]3[CH:18]=[CH:19][CH:20]=[CH:21][C:22]=3[C:23]3[N:27]=[N:26][NH:25][N:24]=3)=[CH:15][CH:16]=2)[C:8]([CH2:28][OH:29])=[C:7]([Cl:30])[N:6]=1.[OH-].[K+:32].O, predict the reaction product. The product is: [CH3:1][CH2:2][CH2:3][CH2:4][C:5]1[N:9]([CH2:10][C:11]2[CH:16]=[CH:15][C:14]([C:17]3[CH:18]=[CH:19][CH:20]=[CH:21][C:22]=3[C:23]3[N:27]=[N:26][N-:25][N:24]=3)=[CH:13][CH:12]=2)[C:8]([CH2:28][OH:29])=[C:7]([Cl:30])[N:6]=1.[K+:32]. (4) Given the reactants [Br:1][C:2]1[CH:6]=[N:5][N:4]([CH3:7])[C:3]=1[C:8]1[CH:9]=[C:10]([NH2:16])[CH:11]=[CH:12][C:13]=1[O:14][CH3:15].[Br:17][C:18]1[CH:23]=[CH:22][C:21]([N:24]=[C:25]=[O:26])=[CH:20][CH:19]=1, predict the reaction product. The product is: [Br:1][C:2]1[CH:6]=[N:5][N:4]([CH3:7])[C:3]=1[C:8]1[CH:9]=[C:10]([NH:16][C:25]([NH:24][C:21]2[CH:22]=[CH:23][C:18]([Br:17])=[CH:19][CH:20]=2)=[O:26])[CH:11]=[CH:12][C:13]=1[O:14][CH3:15]. (5) Given the reactants Cl[C:2](=[O:8])[C:3]([O:5]CC)=O.[C:9]([C:11]1[CH:12]=[C:13]([NH:17][C:18]([NH:20][CH:21]([CH3:26])[C:22]([CH3:25])([CH3:24])[CH3:23])=[S:19])[CH:14]=[CH:15][CH:16]=1)#[N:10], predict the reaction product. The product is: [O:8]=[C:2]1[C:3](=[O:5])[N:17]([C:13]2[CH:12]=[C:11]([CH:16]=[CH:15][CH:14]=2)[C:9]#[N:10])[C:18](=[S:19])[N:20]1[CH:21]([CH3:26])[C:22]([CH3:25])([CH3:24])[CH3:23]. (6) Given the reactants [Cl:1][C:2]1[CH:7]=[C:6]([N:8]2[CH2:12][CH2:11][CH2:10][CH2:9]2)[CH:5]=[CH:4][C:3]=1[CH2:13][N:14]1[CH2:19][CH2:18][N:17](C(OC(C)(C)C)=O)[CH2:16][CH2:15]1.FC(F)(F)C(O)=O, predict the reaction product. The product is: [Cl:1][C:2]1[CH:7]=[C:6]([N:8]2[CH2:12][CH2:11][CH2:10][CH2:9]2)[CH:5]=[CH:4][C:3]=1[CH2:13][N:14]1[CH2:15][CH2:16][NH:17][CH2:18][CH2:19]1. (7) Given the reactants [Br:1][C:2]1[N:3]=[C:4]([C@@H:13]2[CH2:18][CH2:17][CH2:16][N:15]([C:19]([O:21][CH2:22][C:23]3[CH:28]=[CH:27][CH:26]=[CH:25][CH:24]=3)=[O:20])[CH2:14]2)[N:5]2[C:10]([CH3:11])=[CH:9][N:8]=[C:7](Cl)[C:6]=12.CC(O)C.[NH3:33], predict the reaction product. The product is: [NH2:33][C:7]1[C:6]2[N:5]([C:4]([C@@H:13]3[CH2:18][CH2:17][CH2:16][N:15]([C:19]([O:21][CH2:22][C:23]4[CH:28]=[CH:27][CH:26]=[CH:25][CH:24]=4)=[O:20])[CH2:14]3)=[N:3][C:2]=2[Br:1])[C:10]([CH3:11])=[CH:9][N:8]=1.